From a dataset of Forward reaction prediction with 1.9M reactions from USPTO patents (1976-2016). Predict the product of the given reaction. (1) Given the reactants Cl[C:2]1[N:7]=[CH:6][N:5]=[C:4]([NH:8][C:9]2[CH:14]=[C:13]([O:15][CH3:16])[C:12]([O:17][CH2:18][CH2:19][N:20]3[CH:24]=[CH:23][N:22]=[N:21]3)=[C:11]([O:25][CH3:26])[CH:10]=2)[N:3]=1.[Cl:27][C:28]1[NH:29][C:30]2[CH:36]=[CH:35][CH:34]=[CH:33][C:31]=2[N:32]=1.C([O-])([O-])=O.[K+].[K+], predict the reaction product. The product is: [Cl:27][C:28]1[N:32]([C:6]2[N:7]=[CH:2][N:3]=[C:4]([NH:8][C:9]3[CH:10]=[C:11]([O:25][CH3:26])[C:12]([O:17][CH2:18][CH2:19][N:20]4[CH:24]=[CH:23][N:22]=[N:21]4)=[C:13]([O:15][CH3:16])[CH:14]=3)[N:5]=2)[C:31]2[CH:33]=[CH:34][CH:35]=[CH:36][C:30]=2[N:29]=1. (2) Given the reactants O=C1CCC(=O)N1O[C:9]([C:11]1[O:15][C:14]([C:16]2[CH:21]=[CH:20][CH:19]=[CH:18][CH:17]=2)=[N:13][C:12]=1[CH2:22][CH2:23][S:24][CH3:25])=[O:10].[N:26]1([C:32]2[N:37]=[CH:36][C:35]([NH2:38])=[CH:34][CH:33]=2)[CH2:31][CH2:30][O:29][CH2:28][CH2:27]1, predict the reaction product. The product is: [N:26]1([C:32]2[N:37]=[CH:36][C:35]([NH:38][C:9]([C:11]3[O:15][C:14]([C:16]4[CH:17]=[CH:18][CH:19]=[CH:20][CH:21]=4)=[N:13][C:12]=3[CH2:22][CH2:23][S:24][CH3:25])=[O:10])=[CH:34][CH:33]=2)[CH2:31][CH2:30][O:29][CH2:28][CH2:27]1. (3) Given the reactants [O:1]1[C:5](=[O:6])[CH2:4][CH:3]2[CH2:7][CH:8]3[C:13]([CH:12]=[CH:11][CH:10]=[CH:9]3)=[C:2]12.[OH-].[Na+].I([O-])(=O)(=O)=[O:17].[Na+].Cl, predict the reaction product. The product is: [O:17]=[C:2]1[C:13]2[C:8](=[CH:9][CH:10]=[CH:11][CH:12]=2)[CH2:7][CH:3]1[CH2:4][C:5]([OH:1])=[O:6]. (4) The product is: [S:16]1[CH2:17][CH2:18][N:13]([C:2]2[C:11]3[C:6](=[CH:7][CH:8]=[CH:9][CH:10]=3)[C:5](=[O:12])[NH:4][N:3]=2)[CH2:14][CH2:15]1. Given the reactants Cl[C:2]1[C:11]2[C:6](=[CH:7][CH:8]=[CH:9][CH:10]=2)[C:5](=[O:12])[NH:4][N:3]=1.[NH:13]1[CH2:18][CH2:17][S:16][CH2:15][CH2:14]1, predict the reaction product. (5) Given the reactants [N+:1]([C:4]1[CH:15]=[CH:14][C:7]2[C:8](=[O:13])[NH:9][CH2:10][CH2:11][O:12][C:6]=2[CH:5]=1)([O-])=O.CN(C=O)C, predict the reaction product. The product is: [NH2:1][C:4]1[CH:15]=[CH:14][C:7]2[C:8](=[O:13])[NH:9][CH2:10][CH2:11][O:12][C:6]=2[CH:5]=1. (6) Given the reactants [CH2:1]([N:4]([CH2:8][CH2:9][CH3:10])[CH2:5][CH2:6][NH2:7])[CH2:2][CH3:3].Cl[C:12]1[N:13]=[N+:14]([O-:25])[C:15]2[C:24]3[CH2:23][CH2:22][CH2:21][C:20]=3[CH:19]=[CH:18][C:16]=2[N:17]=1, predict the reaction product. The product is: [O-:25][N+:14]1[C:15]2[C:24]3[CH2:23][CH2:22][CH2:21][C:20]=3[CH:19]=[CH:18][C:16]=2[N:17]=[C:12]([NH:7][CH2:6][CH2:5][N:4]([CH2:8][CH2:9][CH3:10])[CH2:1][CH2:2][CH3:3])[N:13]=1. (7) Given the reactants [CH3:1][O:2][C:3]1[C:4](B(O)O)=[CH:5][C:6]2[CH2:7][CH2:8][CH2:9][CH2:10][C:11]=2[CH:12]=1.Br[C:17]1[N:18]=[C:19]([CH2:36][CH3:37])[C:20]([NH:25][C@@H:26]2[C:34]3[C:29](=[CH:30][CH:31]=[CH:32][CH:33]=3)[CH2:28][C@@H:27]2[OH:35])=[N:21][C:22]=1[CH2:23][CH3:24], predict the reaction product. The product is: [CH2:36]([C:19]1[C:20]([NH:25][C@@H:26]2[C:34]3[C:29](=[CH:30][CH:31]=[CH:32][CH:33]=3)[CH2:28][C@@H:27]2[OH:35])=[N:21][C:22]([CH2:23][CH3:24])=[C:17]([C:4]2[C:3]([O:2][CH3:1])=[CH:12][C:11]3[CH2:10][CH2:9][CH2:8][CH2:7][C:6]=3[CH:5]=2)[N:18]=1)[CH3:37]. (8) Given the reactants Br[C:2]1[CH:10]=[CH:9][C:5]([C:6]([OH:8])=O)=[C:4]([CH3:11])[CH:3]=1.[NH:12]1[C:16]2[CH:17]=[CH:18][CH:19]=[CH:20][C:15]=2[N:14]=[C:13]1[C:21]1[CH:22]=[C:23]([CH:25]=[CH:26][C:27]=1[Cl:28])[NH2:24].[CH3:29][O:30][C:31]1[CH:36]=[CH:35][C:34](B(O)O)=[CH:33][N:32]=1, predict the reaction product. The product is: [NH:12]1[C:16]2[CH:17]=[CH:18][CH:19]=[CH:20][C:15]=2[N:14]=[C:13]1[C:21]1[CH:22]=[C:23]([NH:24][C:6](=[O:8])[C:5]2[CH:9]=[CH:10][C:2]([C:34]3[CH:33]=[N:32][C:31]([O:30][CH3:29])=[CH:36][CH:35]=3)=[CH:3][C:4]=2[CH3:11])[CH:25]=[CH:26][C:27]=1[Cl:28]. (9) Given the reactants [NH2:1][C:2]1[S:3][C:4]([C:17]2[CH:22]=[CH:21][CH:20]=[C:19]([F:23])[CH:18]=2)=[C:5]([C:7]([N:9]2[C@H:14]([CH2:15][NH2:16])[CH2:13][C@H:12]3[C@@H:10]2[CH2:11]3)=[O:8])[N:6]=1.[CH3:24][C:25]1[N:26]=[CH:27][S:28][C:29]=1[C:30](O)=[O:31], predict the reaction product. The product is: [NH2:1][C:2]1[S:3][C:4]([C:17]2[CH:22]=[CH:21][CH:20]=[C:19]([F:23])[CH:18]=2)=[C:5]([C:7]([N:9]2[C@H:14]([CH2:15][NH:16][C:30]([C:29]3[S:28][CH:27]=[N:26][C:25]=3[CH3:24])=[O:31])[CH2:13][C@H:12]3[C@@H:10]2[CH2:11]3)=[O:8])[N:6]=1.